From a dataset of Reaction yield outcomes from USPTO patents with 853,638 reactions. Predict the reaction yield, written as a fraction of the theoretical maximum amount of product (1.0 means a 100% yield; for example, 0.34 means a 34% yield). (1) The reactants are [F:1][CH:2]([F:32])[N:3]1[CH:7]=[C:6]([S:8]([N:11]2[CH2:20][C@H:19]([CH2:21][OH:22])[CH2:18][C:17]3[N:16]=[CH:15][C:14]([NH:23][C:24](=[O:30])[O:25][C:26]([CH3:29])([CH3:28])[CH3:27])=[CH:13][C:12]2=3)(=[O:10])=[O:9])[C:5]([CH3:31])=[N:4]1.C(N(CC)CC)C.[CH3:40][S:41](O[S:41]([CH3:40])(=[O:43])=[O:42])(=[O:43])=[O:42]. The catalyst is ClCCl. The product is [CH3:40][S:41]([O:22][CH2:21][C@@H:19]1[CH2:18][C:17]2[C:12](=[CH:13][C:14]([NH:23][C:24]([O:25][C:26]([CH3:28])([CH3:29])[CH3:27])=[O:30])=[CH:15][N:16]=2)[N:11]([S:8]([C:6]2[C:5]([CH3:31])=[N:4][N:3]([CH:2]([F:1])[F:32])[CH:7]=2)(=[O:9])=[O:10])[CH2:20]1)(=[O:43])=[O:42]. The yield is 0.990. (2) The reactants are Cl[C:2]1[N:7]=[C:6]([Cl:8])[N:5]=[CH:4][N:3]=1.[CH3:9][CH:10]([S:12]([C:15]1[CH:21]=[CH:20][CH:19]=[CH:18][C:16]=1[NH2:17])(=[O:14])=[O:13])[CH3:11].C(N(CC)C(C)C)(C)C.C(=O)([O-])O.[Na+]. The catalyst is O.O1CCCC1. The product is [Cl:8][C:6]1[N:5]=[CH:4][N:3]=[C:2]([NH:17][C:16]2[CH:18]=[CH:19][CH:20]=[CH:21][C:15]=2[S:12]([CH:10]([CH3:11])[CH3:9])(=[O:14])=[O:13])[N:7]=1. The yield is 0.559. (3) The reactants are [N:1]1[CH:6]=[CH:5][CH:4]=[C:3]([CH2:7][C@H:8]2[C@H:13]([NH:14][C:15]([C:17]3[O:18][C:19]4[CH:25]=[CH:24][CH:23]=[CH:22][C:20]=4[CH:21]=3)=[O:16])[CH:12]3[CH2:26][CH2:27][N:9]2[CH2:10][CH2:11]3)[CH:2]=1.ClCCl.[C:31]1([CH3:41])[CH:36]=[CH:35][C:34]([S:37]([OH:40])(=[O:39])=[O:38])=[CH:33][CH:32]=1.C(OC(C)C)(=O)C. The catalyst is O. The product is [C:31]1([CH3:41])[CH:32]=[CH:33][C:34]([S:37]([OH:40])(=[O:38])=[O:39])=[CH:35][CH:36]=1.[N:1]1[CH:6]=[CH:5][CH:4]=[C:3]([CH2:7][C@H:8]2[C@H:13]([NH:14][C:15]([C:17]3[O:18][C:19]4[CH:25]=[CH:24][CH:23]=[CH:22][C:20]=4[CH:21]=3)=[O:16])[CH:12]3[CH2:26][CH2:27][N:9]2[CH2:10][CH2:11]3)[CH:2]=1. The yield is 0.885. (4) The reactants are [NH2:1][C:2]1[N:7]=[CH:6][N:5]=[C:4]2[N:8]([C@H:31]3[CH2:36][CH2:35][C@H:34]([N:37]4[CH2:42][CH2:41][N:40]([CH3:43])[CH2:39][CH2:38]4)[CH2:33][CH2:32]3)[N:9]=[C:10]([C:11]3[CH:16]=[CH:15][C:14]([NH:17][C:18]([C:20]4[NH:21][C:22]5[C:27]([CH:28]=4)=[CH:26][CH:25]=[CH:24][CH:23]=5)=[O:19])=[C:13]([O:29][CH3:30])[CH:12]=3)[C:3]=12.[C:44]([OH:51])(=[O:50])/[CH:45]=[CH:46]\[C:47]([OH:49])=[O:48]. The catalyst is C(OCC)(=O)C. The product is [C:44]([OH:51])(=[O:50])/[CH:45]=[CH:46]\[C:47]([OH:49])=[O:48].[C:44]([OH:51])(=[O:50])/[CH:45]=[CH:46]\[C:47]([OH:49])=[O:48].[C:44]([OH:51])(=[O:50])/[CH:45]=[CH:46]\[C:47]([OH:49])=[O:48].[NH2:1][C:2]1[N:7]=[CH:6][N:5]=[C:4]2[N:8]([C@H:31]3[CH2:36][CH2:35][C@H:34]([N:37]4[CH2:38][CH2:39][N:40]([CH3:43])[CH2:41][CH2:42]4)[CH2:33][CH2:32]3)[N:9]=[C:10]([C:11]3[CH:16]=[CH:15][C:14]([NH:17][C:18]([C:20]4[NH:21][C:22]5[C:27]([CH:28]=4)=[CH:26][CH:25]=[CH:24][CH:23]=5)=[O:19])=[C:13]([O:29][CH3:30])[CH:12]=3)[C:3]=12. The yield is 0.950. (5) The reactants are [CH3:1][O:2][C:3]1[N:4]=[CH:5][C:6]([C:9]([OH:11])=O)=[N:7][CH:8]=1.S(Cl)(Cl)=O.[NH2:16][C:17]1[CH:18]=[CH:19][C:20]([F:37])=[C:21]([C@:23]23[CH2:31][O:30][C@H:29]([C:32]([F:35])([F:34])[F:33])[C@H:28]2[CH2:27][S:26][C:25]([NH2:36])=[N:24]3)[CH:22]=1.[OH-].[Na+]. The catalyst is CN1CCN(C)C1=O.C(O)CC.CCOC(C)=O.O. The product is [NH2:36][C:25]1[S:26][CH2:27][C@@H:28]2[C@@H:29]([C:32]([F:35])([F:33])[F:34])[O:30][CH2:31][C@:23]2([C:21]2[CH:22]=[C:17]([NH:16][C:9]([C:6]3[CH:5]=[N:4][C:3]([O:2][CH3:1])=[CH:8][N:7]=3)=[O:11])[CH:18]=[CH:19][C:20]=2[F:37])[N:24]=1. The yield is 0.849. (6) The reactants are C([NH:8][C:9]1[C:10]([CH3:28])=[C:11]([CH3:27])[C:12]2[O:16][C:15]([CH3:18])([CH3:17])[CH:14]([C:19]3[CH:24]=[CH:23][C:22]([CH3:25])=[CH:21][CH:20]=3)[C:13]=2[CH:26]=1)C1C=CC=CC=1.Cl. The catalyst is C(O)C.[C].[Pd]. The product is [CH3:17][C:15]1([CH3:18])[CH:14]([C:19]2[CH:20]=[CH:21][C:22]([CH3:25])=[CH:23][CH:24]=2)[C:13]2[CH:26]=[C:9]([NH2:8])[C:10]([CH3:28])=[C:11]([CH3:27])[C:12]=2[O:16]1. The yield is 0.880.